Dataset: Catalyst prediction with 721,799 reactions and 888 catalyst types from USPTO. Task: Predict which catalyst facilitates the given reaction. (1) Reactant: [CH3:1][O:2][C:3]1[C:4]([CH:13]=O)=[CH:5][C:6]2[C:11]([CH:12]=1)=[CH:10][CH:9]=[CH:8][CH:7]=2.[NH2:15][C:16]1[NH:20][N:19]=[CH:18][C:17]=1[C:21]#[N:22].[CH:23]1([N+:28]#[C-:29])[CH2:27][CH2:26][CH2:25][CH2:24]1.Cl(O)(=O)(=O)=O. Product: [CH:23]1([NH:28][C:29]2[N:20]3[N:19]=[CH:18][C:17]([C:21]#[N:22])=[C:16]3[NH:15][C:13]=2[C:4]2[C:3]([O:2][CH3:1])=[CH:12][C:11]3[C:6](=[CH:7][CH:8]=[CH:9][CH:10]=3)[CH:5]=2)[CH2:27][CH2:26][CH2:25][CH2:24]1. The catalyst class is: 459. (2) Reactant: [CH3:1][O:2][C:3]1[CH:10]=[CH:9][CH:8]=[C:7]([O:11][CH3:12])[C:4]=1[CH:5]=O.C([CH2:16][S:17]([CH2:20][S:21]([CH2:24][C:25](O)=O)(=[O:23])=[O:22])(=[O:19])=[O:18])(O)=O. Product: [CH3:1][O:2][C:3]1[CH:10]=[CH:9][CH:8]=[C:7]([O:11][CH3:12])[C:4]=1/[CH:5]=[CH:16]/[S:17]([CH2:20][S:21](/[CH:24]=[CH:25]/[C:4]1[C:3]([O:2][CH3:1])=[CH:10][CH:9]=[CH:8][C:7]=1[O:11][CH3:12])(=[O:22])=[O:23])(=[O:18])=[O:19]. The catalyst class is: 15. (3) Reactant: [N+](C1C=C(S(CC[O:15][C:16](=[O:62])[CH2:17][CH2:18][CH2:19][NH:20][C:21](=[O:61])[CH2:22][O:23][C:24]2[CH:29]=[CH:28][C:27]([S:30]([N:33]3[C:37]4[CH:38]=[CH:39][CH:40]=[CH:41][C:36]=4[N:35]=[C:34]3[S:42]([CH2:44][C:45]3[C:50]([CH3:51])=[C:49]([O:52][CH2:53][C:54]([F:57])([F:56])[F:55])[CH:48]=[CH:47][N:46]=3)=[O:43])(=[O:32])=[O:31])=[C:26]([CH:58]([CH3:60])[CH3:59])[CH:25]=2)(=O)=O)C=CC=1)([O-])=O.C([O-])(O)=O.[Na+:67]. Product: [Na+:67].[CH:58]([C:26]1[CH:25]=[C:24]([CH:29]=[CH:28][C:27]=1[S:30]([N:33]1[C:37]2[CH:38]=[CH:39][CH:40]=[CH:41][C:36]=2[N:35]=[C:34]1[S:42]([CH2:44][C:45]1[C:50]([CH3:51])=[C:49]([O:52][CH2:53][C:54]([F:56])([F:55])[F:57])[CH:48]=[CH:47][N:46]=1)=[O:43])(=[O:32])=[O:31])[O:23][CH2:22][C:21]([NH:20][CH2:19][CH2:18][CH2:17][C:16]([O-:62])=[O:15])=[O:61])([CH3:60])[CH3:59]. The catalyst class is: 20. (4) Reactant: [CH2:1]([O:8][C:9]1[CH:16]=[CH:15][C:12]([CH2:13]Cl)=[CH:11][CH:10]=1)[C:2]1[CH:7]=[CH:6][CH:5]=[CH:4][CH:3]=1.[S:17]([O-:20])([O-:19])=[O:18].[Na+:21].[Na+].COC(C)(C)C. Product: [Na+:21].[CH2:1]([O:8][C:9]1[CH:16]=[CH:15][C:12]([CH2:13][S:17]([O-:20])(=[O:19])=[O:18])=[CH:11][CH:10]=1)[C:2]1[CH:7]=[CH:6][CH:5]=[CH:4][CH:3]=1. The catalyst class is: 6. (5) Reactant: [NH2:1][C:2]1[S:3][C:4]([CH2:11][CH3:12])=[CH:5][C:6]=1[C:7]([O:9]C)=O.ClC(Cl)(O[C:17](=[O:23])OC(Cl)(Cl)Cl)Cl.C(N(CC)CC)C.[S:32]1[CH:36]=[CH:35][CH:34]=[C:33]1[CH2:37][CH2:38][NH2:39]. Product: [CH2:11]([C:4]1[S:3][C:2]2[NH:1][C:17](=[O:23])[N:39]([CH2:38][CH2:37][C:33]3[S:32][CH:36]=[CH:35][CH:34]=3)[C:7](=[O:9])[C:6]=2[CH:5]=1)[CH3:12]. The catalyst class is: 2. (6) Reactant: Cl[C:2]1[CH:10]=[CH:9][CH:8]=[CH:7][C:3]=1[CH:4]=[N:5][OH:6].C(N(CC)CC)C. Product: [C:4](#[N+:5][O-:6])[C:3]1[CH:7]=[CH:8][CH:9]=[CH:10][CH:2]=1. The catalyst class is: 48. (7) Reactant: [F:1][C:2]1[CH:7]=[CH:6][C:5]([OH:8])=[CH:4][CH:3]=1.[H-].[Na+].Cl[C:12]1[C:17]([CH:18]=[CH:19][C:20]([OH:22])=[O:21])=[CH:16][CH:15]=[C:14]([C:23]([F:26])([F:25])[F:24])[N:13]=1. Product: [F:1][C:2]1[CH:7]=[CH:6][C:5]([O:8][C:12]2[C:17]([CH:18]=[CH:19][C:20]([OH:22])=[O:21])=[CH:16][CH:15]=[C:14]([C:23]([F:24])([F:26])[F:25])[N:13]=2)=[CH:4][CH:3]=1. The catalyst class is: 31.